This data is from Forward reaction prediction with 1.9M reactions from USPTO patents (1976-2016). The task is: Predict the product of the given reaction. (1) The product is: [F:1][C:2]1[CH:7]=[CH:6][C:5]([N:8]2[C:12]3[N:13]=[C:14]([S:17][CH3:18])[N:15]=[CH:16][C:11]=3[CH:10]=[C:9]2[C:19]([Cl:30])=[O:21])=[CH:4][CH:3]=1. Given the reactants [F:1][C:2]1[CH:7]=[CH:6][C:5]([N:8]2[C:12]3[N:13]=[C:14]([S:17][CH3:18])[N:15]=[CH:16][C:11]=3[CH:10]=[C:9]2[C:19]([OH:21])=O)=[CH:4][CH:3]=1.CN(C=O)C.C(Cl)(=O)C([Cl:30])=O, predict the reaction product. (2) Given the reactants [CH3:1][O:2][C:3]([N:5]([C:33]1[CH:38]=[CH:37][CH:36]=[CH:35][CH:34]=1)[NH:6][C:7]([C:9]1[C:18]2[C:13](=[CH:14][CH:15]=[CH:16][CH:17]=2)[N:12]=[C:11]([C:19]2[CH:24]=[CH:23][CH:22]=[CH:21][CH:20]=2)[C:10]=1[O:25]CC1C=CC=CC=1)=[O:8])=[O:4].[H][H], predict the reaction product. The product is: [CH3:1][O:2][C:3]([N:5]([C:33]1[CH:38]=[CH:37][CH:36]=[CH:35][CH:34]=1)[NH:6][C:7]([C:9]1[C:18]2[C:13](=[CH:14][CH:15]=[CH:16][CH:17]=2)[N:12]=[C:11]([C:19]2[CH:20]=[CH:21][CH:22]=[CH:23][CH:24]=2)[C:10]=1[OH:25])=[O:8])=[O:4]. (3) Given the reactants [Si]([O:8][CH2:9][C@H:10]1[CH2:14][CH2:13][C:12](=[O:15])[N:11]1[CH2:16][CH2:17][CH2:18][CH2:19][S:20][CH2:21][C:22]([O-:24])=[O:23])(C(C)(C)C)(C)C.O.Cl.[CH2:27](Cl)Cl, predict the reaction product. The product is: [OH:8][CH2:9][C@H:10]1[CH2:14][CH2:13][C:12](=[O:15])[N:11]1[CH2:16][CH2:17][CH2:18][CH2:19][S:20][CH2:21][C:22]([O:24][CH3:27])=[O:23]. (4) Given the reactants I[C:2]1[C:10]2[C:5](=[CH:6][CH:7]=[C:8]([C:11]3[O:15][C:14]([NH:16][CH2:17][C:18]4[CH:23]=[CH:22][C:21]([O:24][CH3:25])=[CH:20][CH:19]=4)=[N:13][N:12]=3)[CH:9]=2)[N:4]([S:26]([C:29]2[CH:35]=[CH:34][C:32]([CH3:33])=[CH:31][CH:30]=2)(=[O:28])=[O:27])[CH:3]=1.[B:36]1([B:36]2[O:40][C:39]([CH3:42])([CH3:41])[C:38]([CH3:44])([CH3:43])[O:37]2)[O:40][C:39]([CH3:42])([CH3:41])[C:38]([CH3:44])([CH3:43])[O:37]1.C([O-])(=O)C.[K+].ClCCl, predict the reaction product. The product is: [CH3:25][O:24][C:21]1[CH:22]=[CH:23][C:18]([CH2:17][NH:16][C:14]2[O:15][C:11]([C:8]3[CH:9]=[C:10]4[C:5](=[CH:6][CH:7]=3)[N:4]([S:26]([C:29]3[CH:30]=[CH:31][C:32]([CH3:33])=[CH:34][CH:35]=3)(=[O:27])=[O:28])[CH:3]=[C:2]4[B:36]3[O:40][C:39]([CH3:42])([CH3:41])[C:38]([CH3:44])([CH3:43])[O:37]3)=[N:12][N:13]=2)=[CH:19][CH:20]=1. (5) Given the reactants Br[C:2]1[CH:3]=[CH:4][C:5]2[O:11][CH2:10][CH2:9][N:8]3[CH:12]=[C:13]([C:15]4[N:19]([C:20]5[CH:25]=[CH:24][CH:23]=[CH:22][C:21]=5[Cl:26])[N:18]=[C:17]([NH2:27])[N:16]=4)[N:14]=[C:7]3[C:6]=2[CH:28]=1.[C:29]1(B(O)O)[CH:34]=[CH:33][CH:32]=[CH:31][CH:30]=1.C([O-])([O-])=O.[Cs+].[Cs+].O, predict the reaction product. The product is: [Cl:26][C:21]1[CH:22]=[CH:23][CH:24]=[CH:25][C:20]=1[N:19]1[C:15]([C:13]2[N:14]=[C:7]3[C:6]4[CH:28]=[C:2]([C:29]5[CH:34]=[CH:33][CH:32]=[CH:31][CH:30]=5)[CH:3]=[CH:4][C:5]=4[O:11][CH2:10][CH2:9][N:8]3[CH:12]=2)=[N:16][C:17]([NH2:27])=[N:18]1. (6) Given the reactants [OH:1][C:2]1[N:3]([C:18]2[CH:23]=[CH:22][C:21]([CH2:24][N:25]3[CH2:30][CH2:29][N:28]([CH2:31][CH2:32][CH2:33][CH2:34][NH:35][CH3:36])[CH2:27][CH2:26]3)=[CH:20][CH:19]=2)[C:4]([C:7]2[CH:12]=[C:11]([CH:13]([CH3:15])[CH3:14])[C:10]([OH:16])=[CH:9][C:8]=2[OH:17])=[N:5][N:6]=1.[C:37](=[O:84])([O:43][C:44]1[CH:53]=[CH:52][C:51]2[N:50]=[C:49]3[C:54]4[N:59]([CH2:60][C:48]3=[C:47]([CH2:82][CH3:83])[C:46]=2[CH:45]=1)[C:58](=[O:61])[C:57]1[CH2:62][O:63][C:64](=[O:81])[C:65]([O:68][C:69](=[O:80])OC2C=CC([N+]([O-])=O)=CC=2)([CH2:66][CH3:67])[C:56]=1[CH:55]=4)[O:38][C:39]([CH3:42])([CH3:41])[CH3:40], predict the reaction product. The product is: [OH:17][C:8]1[CH:9]=[C:10]([OH:16])[C:11]([CH:13]([CH3:15])[CH3:14])=[CH:12][C:7]=1[C:4]1[N:3]([C:18]2[CH:19]=[CH:20][C:21]([CH2:24][N:25]3[CH2:26][CH2:27][N:28]([CH2:31][CH2:32][CH2:33][CH2:34][N:35]([CH3:36])[C:69](=[O:80])[O:68][C:65]4([CH2:66][CH3:67])[C:56]5[CH:55]=[C:54]6[N:59]([CH2:60][C:48]7[C:49]6=[N:50][C:51]6[CH:52]=[CH:53][C:44]([O:43][C:37]([O:38][C:39]([CH3:42])([CH3:40])[CH3:41])=[O:84])=[CH:45][C:46]=6[C:47]=7[CH2:82][CH3:83])[C:58](=[O:61])[C:57]=5[CH2:62][O:63][C:64]4=[O:81])[CH2:29][CH2:30]3)=[CH:22][CH:23]=2)[C:2]([OH:1])=[N:6][N:5]=1. (7) Given the reactants [B-:1]([F:7])([F:6])([F:5])[O+](C)C.[P:8](=[O:12])([OH:11])([OH:10])[OH:9].COC.C1OC1, predict the reaction product. The product is: [B:1]([F:7])([F:6])[F:5].[OH:10][P:8]([OH:12])([OH:11])=[O:9]. (8) Given the reactants [N:1]1[CH:6]=[CH:5][C:4]([C:7]2[CH:15]=[CH:14][CH:13]=[C:12]3[C:8]=2[CH2:9][C:10](=[O:16])[NH:11]3)=[CH:3][CH:2]=1.[CH2:17]([O:19][C:20]([C:22]1[C:26]([CH2:27][CH2:28][C:29]([OH:31])=[O:30])=[C:25]([CH:32]=O)[NH:24][C:23]=1[CH3:34])=[O:21])[CH3:18], predict the reaction product. The product is: [CH2:17]([O:19][C:20]([C:22]1[C:26]([CH2:27][CH2:28][C:29]([OH:31])=[O:30])=[C:25]([CH:32]=[C:9]2[C:8]3[C:12](=[CH:13][CH:14]=[CH:15][C:7]=3[C:4]3[CH:5]=[CH:6][N:1]=[CH:2][CH:3]=3)[NH:11][C:10]2=[O:16])[NH:24][C:23]=1[CH3:34])=[O:21])[CH3:18]. (9) Given the reactants C(C1C2OCC3=CN=CN3C=2C=CC=1)C=C.C[N+]1([O-])CCOCC1.[CH:25]1[N:33]2[C:28]([CH2:29][O:30][C:31]3[C:37]([CH2:38][CH:39]([OH:42])CO)=[CH:36][CH:35]=[CH:34][C:32]=32)=[CH:27][N:26]=1, predict the reaction product. The product is: [CH:25]1[N:33]2[C:28]([CH2:29][O:30][C:31]3[C:37]([CH2:38][CH:39]=[O:42])=[CH:36][CH:35]=[CH:34][C:32]=32)=[CH:27][N:26]=1. (10) Given the reactants [OH:1][C@@H:2]1[CH2:7][CH2:6][C@H:5]([N:8]2[CH2:12][CH2:11][C:10]3([CH2:17][CH2:16][N:15](C(OCC4C=CC=CC=4)=O)[CH2:14][CH2:13]3)[C:9]2=[O:28])[CH2:4][CH2:3]1, predict the reaction product. The product is: [OH:1][C@@H:2]1[CH2:3][CH2:4][C@H:5]([N:8]2[CH2:12][CH2:11][C:10]3([CH2:17][CH2:16][NH:15][CH2:14][CH2:13]3)[C:9]2=[O:28])[CH2:6][CH2:7]1.